Dataset: Full USPTO retrosynthesis dataset with 1.9M reactions from patents (1976-2016). Task: Predict the reactants needed to synthesize the given product. Given the product [Br:1][C:2]1[C:3]([Cl:12])=[C:4]([NH2:9])[C:5]([NH2:6])=[CH:7][CH:8]=1, predict the reactants needed to synthesize it. The reactants are: [Br:1][C:2]1[CH:8]=[CH:7][C:5]([NH2:6])=[C:4]([N+:9]([O-])=O)[C:3]=1[Cl:12].[Sn](Cl)Cl.O.C(=O)(O)[O-].[Na+].